This data is from Full USPTO retrosynthesis dataset with 1.9M reactions from patents (1976-2016). The task is: Predict the reactants needed to synthesize the given product. (1) Given the product [Br:2][C:3]1[CH:4]=[C:5]([CH2:11][N:12]([CH3:29])[C:13](=[O:28])[CH2:14][C:15]2([C:21]3[CH:22]=[CH:23][C:24]([F:27])=[CH:25][CH:26]=3)[CH2:20][CH2:19][N:18]([CH3:30])[CH2:17][CH2:16]2)[CH:6]=[C:7]([C:9]#[N:10])[CH:8]=1, predict the reactants needed to synthesize it. The reactants are: [Na].[Br:2][C:3]1[CH:4]=[C:5]([CH2:11][N:12]([CH3:29])[C:13](=[O:28])[CH2:14][C:15]2([C:21]3[CH:26]=[CH:25][C:24]([F:27])=[CH:23][CH:22]=3)[CH2:20][CH2:19][NH:18][CH2:17][CH2:16]2)[CH:6]=[C:7]([C:9]#[N:10])[CH:8]=1.[CH2:30]=O. (2) Given the product [CH2:1]([N:8]([CH3:17])[C@H:9]([C:14]([OH:16])=[O:15])[C@H:10]([CH2:12][CH3:13])[CH3:11])[C:2]1[CH:7]=[CH:6][CH:5]=[CH:4][CH:3]=1, predict the reactants needed to synthesize it. The reactants are: [CH2:1]([NH:8][C@H:9]([C:14]([OH:16])=[O:15])[C@H:10]([CH2:12][CH3:13])[CH3:11])[C:2]1[CH:7]=[CH:6][CH:5]=[CH:4][CH:3]=1.[CH:17](O)=O.C=O.O. (3) Given the product [NH2:54][C:55]1[C:56]([C:57](=[O:58])[NH2:59])=[CH:60][CH:61]=[CH:62][C:63]=1[NH:64][C:21]([C:20]1([CH3:24])[CH2:19][C:18]2[C:13](=[CH:14][CH:15]=[CH:16][CH:17]=2)[CH2:12][N:11]1[C:9]([O:8][CH2:1][C:2]1[CH:3]=[CH:4][CH:5]=[CH:6][CH:7]=1)=[O:10])=[O:22], predict the reactants needed to synthesize it. The reactants are: [CH2:1]([O:8][C:9]([N:11]1[C:20]([CH3:24])([C:21](O)=[O:22])[CH2:19][C:18]2[C:13](=[CH:14][CH:15]=[CH:16][CH:17]=2)[CH2:12]1)=[O:10])[C:2]1[CH:7]=[CH:6][CH:5]=[CH:4][CH:3]=1.CCN=C=NCCCN(C)C.Cl.C1C=NC2N(O)N=NC=2C=1.C(N(CC)CC)C.[NH2:54][C:55]1[C:63]([NH2:64])=[CH:62][CH:61]=[CH:60][C:56]=1[C:57]([NH2:59])=[O:58]. (4) The reactants are: [Br:1][C:2]1[CH:7]=[CH:6][CH:5]=[CH:4][C:3]=1[O:8][CH3:9].[Cl:10][S:11](O)(=[O:13])=[O:12]. Given the product [Br:1][C:2]1[CH:7]=[C:6]([S:11]([Cl:10])(=[O:13])=[O:12])[CH:5]=[CH:4][C:3]=1[O:8][CH3:9], predict the reactants needed to synthesize it. (5) The reactants are: CC1(C)C(C)(C)OB([C:9]2[CH:10]=[C:11]3[CH:17]=[CH:16][NH:15][C:12]3=[N:13][CH:14]=2)O1.Cl[C:20]1[N:25]=[C:24]([C:26]([N:28]2[CH2:33][CH2:32][N:31]([CH3:34])[CH2:30][CH2:29]2)=[O:27])[CH:23]=[N:22][CH:21]=1.C([O-])([O-])=O.[Cs+].[Cs+]. Given the product [NH:15]1[C:12]2=[N:13][CH:14]=[C:9]([C:20]3[N:25]=[C:24]([C:26]([N:28]4[CH2:33][CH2:32][N:31]([CH3:34])[CH2:30][CH2:29]4)=[O:27])[CH:23]=[N:22][CH:21]=3)[CH:10]=[C:11]2[CH:17]=[CH:16]1, predict the reactants needed to synthesize it. (6) The reactants are: [CH3:1][O:2][C:3]1[CH:4]=[C:5]([C:9](=O)[CH3:10])[CH:6]=[CH:7][CH:8]=1.[CH3:12][O:13][C:14](=[O:35])[CH:15]=P(C1C=CC=CC=1)(C1C=CC=CC=1)C1C=CC=CC=1. Given the product [CH3:12][O:13][C:14](=[O:35])[CH:15]=[C:9]([C:5]1[CH:6]=[CH:7][CH:8]=[C:3]([O:2][CH3:1])[CH:4]=1)[CH3:10], predict the reactants needed to synthesize it.